This data is from Catalyst prediction with 721,799 reactions and 888 catalyst types from USPTO. The task is: Predict which catalyst facilitates the given reaction. (1) Reactant: [CH3:1][N:2]1[CH2:15][CH2:14][C:13]2[C:12]3[CH:11]=[C:10]([CH3:16])[CH:9]=[CH:8][C:7]=3[NH:6][C:5]=2[CH2:4][CH2:3]1.N1C2C(=CC=C3C=2N=CC=C3)C=CC=1.[O-]P([O-])([O-])=O.[K+].[K+].[K+].Br[C:40]#[C:41][C:42]1[CH:47]=[CH:46][C:45]([O:48][CH3:49])=[C:44]([F:50])[CH:43]=1. Product: [F:50][C:44]1[CH:43]=[C:42]([C:41]#[C:40][N:6]2[C:7]3[CH:8]=[CH:9][C:10]([CH3:16])=[CH:11][C:12]=3[C:13]3[CH2:14][CH2:15][N:2]([CH3:1])[CH2:3][CH2:4][C:5]2=3)[CH:47]=[CH:46][C:45]=1[O:48][CH3:49]. The catalyst class is: 11. (2) Reactant: [CH3:1][N:2]1[CH2:7][CH2:6][NH:5][CH2:4][C:3]1=[O:8].Cl[C:10]1[N:15]=[CH:14][C:13]([C:16]([O:18][CH3:19])=[O:17])=[CH:12][N:11]=1. Product: [CH3:1][N:2]1[CH2:7][CH2:6][N:5]([C:10]2[N:15]=[CH:14][C:13]([C:16]([O:18][CH3:19])=[O:17])=[CH:12][N:11]=2)[CH2:4][C:3]1=[O:8]. The catalyst class is: 4. (3) Reactant: [NH2:1][C@H:2]([CH3:20])[C@@H:3]([OH:19])[CH2:4][N:5]1[CH2:10][CH2:9][CH2:8][C@@H:7]([CH2:11][C:12]2[CH:17]=[CH:16][C:15]([F:18])=[CH:14][CH:13]=2)[CH2:6]1.[CH2:21]([C:23]1[CH:24]=[C:25]([NH:35][C:36](=O)[O:37]C2C=CC=CC=2)[CH:26]=[C:27]([C:29]2[N:33]([CH3:34])[N:32]=[N:31][N:30]=2)[CH:28]=1)[CH3:22]. Product: [CH2:21]([C:23]1[CH:24]=[C:25]([NH:35][C:36]([NH:1][C@H:2]([CH3:20])[C@@H:3]([OH:19])[CH2:4][N:5]2[CH2:10][CH2:9][CH2:8][C@@H:7]([CH2:11][C:12]3[CH:13]=[CH:14][C:15]([F:18])=[CH:16][CH:17]=3)[CH2:6]2)=[O:37])[CH:26]=[C:27]([C:29]2[N:33]([CH3:34])[N:32]=[N:31][N:30]=2)[CH:28]=1)[CH3:22]. The catalyst class is: 10. (4) Reactant: [NH2:1][C:2]([C:4]1[CH:5]=[C:6]([CH:12]=[CH:13][N:14]=1)[C:7](OCC)=[O:8])=[O:3].[BH4-].[Na+].[Cl-].[Na+]. Product: [OH:8][CH2:7][C:6]1[CH:12]=[CH:13][N:14]=[C:4]([C:2]([NH2:1])=[O:3])[CH:5]=1. The catalyst class is: 8. (5) Reactant: [F:1][C:2]1[C:7]([F:8])=[CH:6][CH:5]=[CH:4][C:3]=1[OH:9].P([O-])([O-])([O-])=O.[K+].[K+].[K+].Cl[CH2:19][CH:20]1[CH2:25][CH2:24][CH:23]([C:26]2[CH:31]=[CH:30][C:29]([O:32][CH2:33][CH3:34])=[C:28]([F:35])[C:27]=2[F:36])[CH2:22][CH2:21]1. Product: [F:36][C:27]1[C:28]([F:35])=[C:29]([O:32][CH2:33][CH3:34])[CH:30]=[CH:31][C:26]=1[C@H:23]1[CH2:24][CH2:25][C@H:20]([CH2:19][O:9][C:3]2[CH:4]=[CH:5][CH:6]=[C:7]([F:8])[C:2]=2[F:1])[CH2:21][CH2:22]1. The catalyst class is: 3. (6) Reactant: [NH:1]([C:5]1[N:9]([CH2:10][C:11]2[CH:16]=[CH:15][C:14]([CH2:17][N:18]3[CH2:31][CH2:30][CH2:29][N:28](C(OC(C)(C)C)=O)[CH2:27][CH2:26][N:25](C(OC(C)(C)C)=O)[CH2:24][CH2:23][CH2:22][N:21](C(OC(C)(C)C)=O)[CH2:20][CH2:19]3)=[CH:13][CH:12]=2)[C:8]2[CH:53]=[CH:54][CH:55]=[CH:56][C:7]=2[N:6]=1)[C:2]([NH2:4])=[NH:3].[ClH:57]. Product: [ClH:57].[ClH:57].[ClH:57].[ClH:57].[ClH:57].[NH:1]([C:5]1[N:9]([CH2:10][C:11]2[CH:16]=[CH:15][C:14]([CH2:17][N:18]3[CH2:31][CH2:30][CH2:29][NH:28][CH2:27][CH2:26][NH:25][CH2:24][CH2:23][CH2:22][NH:21][CH2:20][CH2:19]3)=[CH:13][CH:12]=2)[C:8]2[CH:53]=[CH:54][CH:55]=[CH:56][C:7]=2[N:6]=1)[C:2]([NH2:4])=[NH:3]. The catalyst class is: 12.